Dataset: Forward reaction prediction with 1.9M reactions from USPTO patents (1976-2016). Task: Predict the product of the given reaction. Given the reactants [CH3:1][S:2]([C:5]1[CH:35]=[CH:34][C:8]([CH2:9][NH:10][C:11]([C:13]2[C:18](=[O:19])[N:17]([C:20]3[CH:25]=[CH:24][CH:23]=[C:22]([C:26]([F:29])([F:28])[F:27])[CH:21]=3)[C:16]([CH3:30])=[C:15]([C:31]([OH:33])=O)[CH:14]=2)=[O:12])=[CH:7][CH:6]=1)(=[O:4])=[O:3].C(N(CC)CC)C.C1(P([N:57]=[N+:58]=[N-:59])(C2C=CC=CC=2)=O)C=CC=CC=1, predict the reaction product. The product is: [CH3:1][S:2]([C:5]1[CH:6]=[CH:7][C:8]([CH2:9][NH:10][C:11]([C:13]2[C:18](=[O:19])[N:17]([C:20]3[CH:25]=[CH:24][CH:23]=[C:22]([C:26]([F:27])([F:28])[F:29])[CH:21]=3)[C:16]([CH3:30])=[C:15]([C:31]([N:57]=[N+:58]=[N-:59])=[O:33])[CH:14]=2)=[O:12])=[CH:34][CH:35]=1)(=[O:4])=[O:3].